From a dataset of Merck oncology drug combination screen with 23,052 pairs across 39 cell lines. Regression. Given two drug SMILES strings and cell line genomic features, predict the synergy score measuring deviation from expected non-interaction effect. (1) Drug 1: N#Cc1ccc(Cn2cncc2CN2CCN(c3cccc(Cl)c3)C(=O)C2)cc1. Drug 2: CCc1c2c(nc3ccc(O)cc13)-c1cc3c(c(=O)n1C2)COC(=O)C3(O)CC. Cell line: NCIH1650. Synergy scores: synergy=3.48. (2) Cell line: LNCAP. Synergy scores: synergy=-49.7. Drug 2: O=C(CCCCCCC(=O)Nc1ccccc1)NO. Drug 1: CN1C(=O)C=CC2(C)C3CCC4(C)C(NC(=O)OCC(F)(F)F)CCC4C3CCC12. (3) Drug 1: CCC1(O)CC2CN(CCc3c([nH]c4ccccc34)C(C(=O)OC)(c3cc4c(cc3OC)N(C)C3C(O)(C(=O)OC)C(OC(C)=O)C5(CC)C=CCN6CCC43C65)C2)C1. Drug 2: O=C(O)C1(Cc2cccc(Nc3nccs3)n2)CCC(Oc2cccc(Cl)c2F)CC1. Cell line: MDAMB436. Synergy scores: synergy=19.7. (4) Drug 1: Cn1nnc2c(C(N)=O)ncn2c1=O. Drug 2: CCC1(O)C(=O)OCc2c1cc1n(c2=O)Cc2cc3c(CN(C)C)c(O)ccc3nc2-1. Cell line: T47D. Synergy scores: synergy=8.44. (5) Synergy scores: synergy=-13.6. Drug 1: O=c1[nH]cc(F)c(=O)[nH]1. Cell line: ZR751. Drug 2: CCc1cnn2c(NCc3ccc[n+]([O-])c3)cc(N3CCCCC3CCO)nc12. (6) Drug 1: O=C(NOCC(O)CO)c1ccc(F)c(F)c1Nc1ccc(I)cc1F. Drug 2: Cn1cc(-c2cnn3c(N)c(Br)c(C4CCCNC4)nc23)cn1. Cell line: PA1. Synergy scores: synergy=-0.290. (7) Drug 1: O=c1[nH]cc(F)c(=O)[nH]1. Drug 2: C=CCn1c(=O)c2cnc(Nc3ccc(N4CCN(C)CC4)cc3)nc2n1-c1cccc(C(C)(C)O)n1. Cell line: NCIH520. Synergy scores: synergy=2.58. (8) Synergy scores: synergy=30.9. Cell line: SW837. Drug 1: N#Cc1ccc(Cn2cncc2CN2CCN(c3cccc(Cl)c3)C(=O)C2)cc1. Drug 2: COC1CC2CCC(C)C(O)(O2)C(=O)C(=O)N2CCCCC2C(=O)OC(C(C)CC2CCC(OP(C)(C)=O)C(OC)C2)CC(=O)C(C)C=C(C)C(O)C(OC)C(=O)C(C)CC(C)C=CC=CC=C1C. (9) Drug 1: NC1(c2ccc(-c3nc4ccn5c(=O)[nH]nc5c4cc3-c3ccccc3)cc2)CCC1. Drug 2: CCc1cnn2c(NCc3ccc[n+]([O-])c3)cc(N3CCCCC3CCO)nc12. Cell line: UWB1289. Synergy scores: synergy=4.05. (10) Drug 1: CCC1=CC2CN(C1)Cc1c([nH]c3ccccc13)C(C(=O)OC)(c1cc3c(cc1OC)N(C)C1C(O)(C(=O)OC)C(OC(C)=O)C4(CC)C=CCN5CCC31C54)C2. Drug 2: CS(=O)(=O)CCNCc1ccc(-c2ccc3ncnc(Nc4ccc(OCc5cccc(F)c5)c(Cl)c4)c3c2)o1. Cell line: UWB1289. Synergy scores: synergy=0.706.